From a dataset of Full USPTO retrosynthesis dataset with 1.9M reactions from patents (1976-2016). Predict the reactants needed to synthesize the given product. (1) Given the product [F:11][C:10]([F:13])([F:12])[C:9]1[S:8][CH:7]=[N:6][C:5]=1[C:3]1[N:25]=[C:18]2[N:17]=[CH:22][CH:21]=[C:20]([NH2:23])[C:19]2=[N:24][CH:2]=1, predict the reactants needed to synthesize it. The reactants are: Br[CH:2](Br)[C:3]([C:5]1[N:6]=[CH:7][S:8][C:9]=1[C:10]([F:13])([F:12])[F:11])=O.Cl.Cl.[N:17]1[CH:22]=[CH:21][C:20]([NH2:23])=[C:19]([NH2:24])[C:18]=1[NH2:25].C([O-])(O)=O.[Na+]. (2) Given the product [OH:16][C:17]1[CH:22]=[C:21]([O:23][CH2:24][CH2:25][O:26][CH3:27])[CH:20]=[CH:19][C:18]=1[CH2:28][CH2:29][C:30]([O:32][CH2:33][CH3:34])=[O:31], predict the reactants needed to synthesize it. The reactants are: O1CCCC1CCO.C([O:16][C:17]1[CH:22]=[C:21]([O:23][CH2:24][CH2:25][O:26][CH3:27])[CH:20]=[CH:19][C:18]=1/[CH:28]=[CH:29]/[C:30]([O:32][CH2:33][CH3:34])=[O:31])C1C=CC=CC=1. (3) Given the product [CH3:1][C:2]1[CH:3]=[C:4]([C:19]2[CH:20]=[CH:21][C:22]([C:25]([NH2:26])=[O:27])=[N:23][CH:24]=2)[CH:5]=[C:6]([NH:8][C:9]2[N:14]=[C:13]([C:15]([F:18])([F:17])[F:16])[CH:12]=[CH:11][N:10]=2)[CH:7]=1, predict the reactants needed to synthesize it. The reactants are: [CH3:1][C:2]1[CH:3]=[C:4]([C:19]2[CH:20]=[CH:21][C:22]([C:25]#[N:26])=[N:23][CH:24]=2)[CH:5]=[C:6]([NH:8][C:9]2[N:14]=[C:13]([C:15]([F:18])([F:17])[F:16])[CH:12]=[CH:11][N:10]=2)[CH:7]=1.[OH:27]O.[OH-].[Na+]. (4) Given the product [F:1][C:2]1[CH:3]=[C:4]([CH:8]2[CH2:13][CH2:12][CH2:11][CH2:10][N:9]2[C:14]2[CH:15]=[CH:16][C:17]3[N:18]([C:20]([NH2:23])=[CH:21][N:22]=3)[N:19]=2)[CH:5]=[CH:6][CH:7]=1, predict the reactants needed to synthesize it. The reactants are: [F:1][C:2]1[CH:3]=[C:4]([CH:8]2[CH2:13][CH2:12][CH2:11][CH2:10][N:9]2[C:14]2[CH:15]=[CH:16][C:17]3[N:18]([C:20]([N+:23]([O-])=O)=[CH:21][N:22]=3)[N:19]=2)[CH:5]=[CH:6][CH:7]=1. (5) Given the product [C:1]([OH:6])(=[O:5])[C:2]([CH3:4])=[CH2:3].[C:7]([OH:19])(=[O:18])[CH2:8][C:9]([CH2:14][C:15]([OH:17])=[O:16])([C:11]([OH:13])=[O:12])[OH:10], predict the reactants needed to synthesize it. The reactants are: [C:1]([OH:6])(=[O:5])[C:2]([CH3:4])=[CH2:3].[C:7]([OH:19])(=[O:18])[CH2:8][C:9]([CH2:14][C:15]([OH:17])=[O:16])([C:11]([OH:13])=[O:12])[OH:10]. (6) The reactants are: [NH2:1][C:2]1[N:7]=[C:6]([C:8]([NH:10][CH:11]([C:13]2[CH:14]=[N:15][C:16]([O:20][CH2:21][C:22]([F:25])([F:24])[F:23])=[C:17]([CH3:19])[CH:18]=2)[CH3:12])=[O:9])[CH:5]=[CH:4][N:3]=1.[C:26](Cl)(=[O:28])[CH3:27]. Given the product [C:26]([NH:1][C:2]1[N:7]=[C:6]([C:8]([NH:10][CH:11]([C:13]2[CH:14]=[N:15][C:16]([O:20][CH2:21][C:22]([F:24])([F:25])[F:23])=[C:17]([CH3:19])[CH:18]=2)[CH3:12])=[O:9])[CH:5]=[CH:4][N:3]=1)(=[O:28])[CH3:27], predict the reactants needed to synthesize it.